This data is from Human liver microsome stability data. The task is: Regression/Classification. Given a drug SMILES string, predict its absorption, distribution, metabolism, or excretion properties. Task type varies by dataset: regression for continuous measurements (e.g., permeability, clearance, half-life) or binary classification for categorical outcomes (e.g., BBB penetration, CYP inhibition). Dataset: hlm. (1) The drug is COc1ccc2c(c1)C[C@H](C(=O)Nc1ccc(-c3cn[nH]c3)cc1OCCN1CCCC1)NC2. The result is 0 (unstable in human liver microsomes). (2) The compound is N[C@H]1CC[C@@H](n2cnc3cnc4[nH]ccc4c32)CC1. The result is 0 (unstable in human liver microsomes). (3) The drug is CS(=O)(=O)Nc1ccc2c(c1)S(=O)(=O)NC(C1=C(O)[C@@H]3[C@@H]4CC[C@@H](C4)[C@@H]3N(Cc3cccs3)C1=O)=N2. The result is 0 (unstable in human liver microsomes). (4) The compound is N#Cc1ccccc1Cn1c(N2CCC[C@@H](N)C2)nc2c(c1=O)CCCC2. The result is 0 (unstable in human liver microsomes). (5) The molecule is c1ccc(Cn2nnnc2C(c2ccc(Cn3cncn3)cc2)N2CCCN(C3CCC3)CC2)cc1. The result is 0 (unstable in human liver microsomes).